The task is: Regression/Classification. Given a drug SMILES string, predict its absorption, distribution, metabolism, or excretion properties. Task type varies by dataset: regression for continuous measurements (e.g., permeability, clearance, half-life) or binary classification for categorical outcomes (e.g., BBB penetration, CYP inhibition). Dataset: cyp2c19_veith.. This data is from CYP2C19 inhibition data for predicting drug metabolism from PubChem BioAssay. (1) The compound is COc1ccc(NC(=S)Nc2ncccc2C)c(OC)c1. The result is 1 (inhibitor). (2) The molecule is CCOC(=O)c1c(C)[nH]c(C(=O)C(C)Sc2ccc(Cl)cc2)c1C. The result is 1 (inhibitor). (3) The molecule is O=C(O)[C@@H]1CCCN1. The result is 0 (non-inhibitor). (4) The drug is CC(C)CN=C(N)N=C(N)N. The result is 0 (non-inhibitor).